Dataset: NCI-60 drug combinations with 297,098 pairs across 59 cell lines. Task: Regression. Given two drug SMILES strings and cell line genomic features, predict the synergy score measuring deviation from expected non-interaction effect. Drug 1: C1=CC(=CC=C1CC(C(=O)O)N)N(CCCl)CCCl.Cl. Drug 2: CCN(CC)CCCC(C)NC1=C2C=C(C=CC2=NC3=C1C=CC(=C3)Cl)OC. Cell line: SK-MEL-28. Synergy scores: CSS=10.6, Synergy_ZIP=3.07, Synergy_Bliss=9.26, Synergy_Loewe=5.46, Synergy_HSA=6.38.